From a dataset of Reaction yield outcomes from USPTO patents with 853,638 reactions. Predict the reaction yield, written as a fraction of the theoretical maximum amount of product (1.0 means a 100% yield; for example, 0.34 means a 34% yield). The reactants are [C:1]1([C:7]2[S:11][C:10]([C:12]([OH:14])=[O:13])=[C:9]([N:15]([C:23]([CH:25]3[CH2:30][CH2:29][CH:28]([CH3:31])[CH2:27][CH2:26]3)=[O:24])[CH:16]3[CH2:21][CH2:20][N:19]([CH3:22])[CH2:18][CH2:17]3)[CH:8]=2)[CH2:6][CH2:5][CH2:4][CH2:3][CH:2]=1.C(=O)([O-])[O-].[Cs+].[Cs+].Cl[CH2:39][O:40][C:41](=[O:46])[C:42]([CH3:45])([CH3:44])[CH3:43]. The catalyst is CN(C)C=O. The product is [CH3:43][C:42]([CH3:45])([CH3:44])[C:41]([O:40][CH2:39][O:13][C:12]([C:10]1[S:11][C:7]([C:1]2[CH2:6][CH2:5][CH2:4][CH2:3][CH:2]=2)=[CH:8][C:9]=1[N:15]([C:23]([C@H:25]1[CH2:30][CH2:29][C@H:28]([CH3:31])[CH2:27][CH2:26]1)=[O:24])[CH:16]1[CH2:17][CH2:18][N:19]([CH3:22])[CH2:20][CH2:21]1)=[O:14])=[O:46]. The yield is 0.790.